This data is from Catalyst prediction with 721,799 reactions and 888 catalyst types from USPTO. The task is: Predict which catalyst facilitates the given reaction. The catalyst class is: 15. Reactant: [NH:1]1[C:9]2[C:4](=[CH:5][CH:6]=[CH:7][CH:8]=2)[CH:3]=[CH:2]1.[C:10]([O:14][C:15]([N:17]1[CH:22](C)[CH2:21][C:20](=O)[CH2:19][CH:18]1C)=[O:16])([CH3:13])([CH3:12])[CH3:11].[C:26](O[BH-](OC(=O)C)OC(=O)C)(=O)[CH3:27].[Na+].[OH-].[Na+]. Product: [C:10]([O:14][C:15]([N:17]1[CH2:18][CH2:19][CH:20]([N:1]2[C:9]3[C:4](=[CH:5][CH:6]=[CH:7][CH:8]=3)[CH:3]=[CH:2]2)[CH:21]([CH2:26][CH3:27])[CH2:22]1)=[O:16])([CH3:11])([CH3:12])[CH3:13].